Task: Predict the reaction yield, written as a fraction of the theoretical maximum amount of product (1.0 means a 100% yield; for example, 0.34 means a 34% yield).. Dataset: Reaction yield outcomes from USPTO patents with 853,638 reactions The reactants are [CH:1]1([N:7]2[C:12]([OH:13])=[C:11]([C:14]([NH:16][CH2:17][C:18]([O:20]CC)=[O:19])=[O:15])[C:10](=[O:23])[NH:9][C:8]2=[O:24])[CH2:6][CH2:5][CH2:4][CH2:3][CH2:2]1.C(=O)([O-])[O-].[K+].[K+].[Cl:31][C:32]1[CH:39]=[CH:38][CH:37]=[CH:36][C:33]=1[CH2:34]Br.Cl. The catalyst is CN(C)C=O. The product is [Cl:31][C:32]1[CH:39]=[CH:38][CH:37]=[CH:36][C:33]=1[CH2:34][N:9]1[C:10](=[O:23])[C:11]([C:14]([NH:16][CH2:17][C:18]([OH:20])=[O:19])=[O:15])=[C:12]([OH:13])[N:7]([CH:1]2[CH2:2][CH2:3][CH2:4][CH2:5][CH2:6]2)[C:8]1=[O:24]. The yield is 0.440.